This data is from Forward reaction prediction with 1.9M reactions from USPTO patents (1976-2016). The task is: Predict the product of the given reaction. (1) Given the reactants I[C:2]1[C:10]2[C:5](=[CH:6][N:7]=[CH:8][CH:9]=2)[N:4]([CH2:11][C:12]([O:14][C:15]([CH3:18])([CH3:17])[CH3:16])=[O:13])[N:3]=1.O.C[N:21]([CH:23]=[O:24])C, predict the reaction product. The product is: [C:23]([C:2]1[C:10]2[C:5](=[CH:6][N:7]=[CH:8][CH:9]=2)[N:4]([CH2:11][C:12]([O:14][C:15]([CH3:18])([CH3:17])[CH3:16])=[O:13])[N:3]=1)(=[O:24])[NH2:21]. (2) Given the reactants N1C2C(=CC=CC=2)C=CC=1.[Br:11][C:12]1[C:20]2[S:19][C:18](C(O)=O)=[CH:17][C:16]=2[CH:15]=[C:14]([C:24]([F:27])([F:26])[F:25])[CH:13]=1, predict the reaction product. The product is: [Br:11][C:12]1[C:20]2[S:19][CH:18]=[CH:17][C:16]=2[CH:15]=[C:14]([C:24]([F:27])([F:25])[F:26])[CH:13]=1. (3) Given the reactants [CH3:1][N:2]([CH3:53])[C:3]1[CH:8]=[CH:7][C:6]([NH:9][C:10]([NH:12][C:13]2[CH:14]=[C:15]3[C:19](=[CH:20][CH:21]=2)[N:18]([C:22]2[N:30]=[C:29]([NH:31][C@H:32]4[CH2:37][CH2:36][C@H:35]([NH:38]C(OC(C)(C)C)=O)[CH2:34][CH2:33]4)[N:28]=[C:27]4[C:23]=2[N:24]=[CH:25][N:26]4C(OC(C)(C)C)=O)[CH2:17][CH2:16]3)=[O:11])=[CH:5][CH:4]=1.Cl, predict the reaction product. The product is: [NH2:38][C@H:35]1[CH2:34][CH2:33][C@H:32]([NH:31][C:29]2[N:28]=[C:27]3[C:23]([N:24]=[CH:25][NH:26]3)=[C:22]([N:18]3[C:19]4[C:15](=[CH:14][C:13]([NH:12][C:10]([NH:9][C:6]5[CH:7]=[CH:8][C:3]([N:2]([CH3:53])[CH3:1])=[CH:4][CH:5]=5)=[O:11])=[CH:21][CH:20]=4)[CH2:16][CH2:17]3)[N:30]=2)[CH2:37][CH2:36]1. (4) Given the reactants [F:1][C:2]1[CH:3]=[C:4]2[C:8](=[CH:9][CH:10]=1)[NH:7][C:6](=[O:11])[C:5]2=[CH:12][C:13]1[CH:14]=[C:15]([CH:27]=[CH:28][CH:29]=1)[C:16]([NH:18][CH2:19][CH2:20][CH2:21][CH2:22][CH2:23][C:24](O)=[O:25])=[O:17].C(N(CC)CC)C.ClC(OCC)=O.[NH2:43][OH:44], predict the reaction product. The product is: [F:1][C:2]1[CH:3]=[C:4]2[C:8](=[CH:9][CH:10]=1)[NH:7][C:6](=[O:11])[C:5]2=[CH:12][C:13]1[CH:14]=[C:15]([CH:27]=[CH:28][CH:29]=1)[C:16]([NH:18][CH2:19][CH2:20][CH2:21][CH2:22][CH2:23][C:24]([NH:43][OH:44])=[O:25])=[O:17]. (5) The product is: [F:12][C:13]([F:26])([F:25])[S:14]([NH:1][CH2:2][CH2:3][N:27]1[CH2:32][CH2:31][CH:30]([CH2:33][NH:34][C:35](=[O:41])[O:36][C:37]([CH3:38])([CH3:40])[CH3:39])[CH2:29][CH2:28]1)(=[O:16])=[O:15]. Given the reactants [NH2:1][CH2:2][CH2:3]O.C(N(CC)CC)C.[F:12][C:13]([F:26])([F:25])[S:14](O[S:14]([C:13]([F:26])([F:25])[F:12])(=[O:16])=[O:15])(=[O:16])=[O:15].[NH:27]1[CH2:32][CH2:31][CH:30]([CH2:33][NH:34][C:35](=[O:41])[O:36][C:37]([CH3:40])([CH3:39])[CH3:38])[CH2:29][CH2:28]1, predict the reaction product. (6) Given the reactants N12[CH2:11][CH2:10][CH2:9][N:8]=[C:7]1[CH2:6]CCCC2.[NH:12]1[CH2:17][CH2:16][CH:15]([CH2:18][CH2:19][CH2:20][CH2:21][C:22]2[CH:27]=[CH:26][N:25]=[CH:24][CH:23]=2)[CH2:14][CH2:13]1, predict the reaction product. The product is: [N:25]1[CH:24]=[CH:23][C:22]([CH2:21][CH2:20][CH2:19][CH2:18][CH:15]2[CH2:14][CH2:13][N:12]([C:7]3[CH:6]=[CH:11][CH:10]=[CH:9][N:8]=3)[CH2:17][CH2:16]2)=[CH:27][CH:26]=1. (7) The product is: [ClH:22].[C:1]([C:5]1[CH:10]=[CH:9][C:8]([C:11]2[N:12]([C:30]([N:39]3[CH2:40][CH2:41][N:36]([CH2:42][CH2:43][C:44](=[O:46])[CH3:45])[CH2:37][CH2:38]3)=[O:31])[C@H:13]([C:23]3[CH:24]=[CH:25][C:26]([Cl:29])=[CH:27][CH:28]=3)[C@H:14]([C:16]3[CH:17]=[CH:18][C:19]([Cl:22])=[CH:20][CH:21]=3)[N:15]=2)=[C:7]([O:33][CH2:34][CH3:35])[CH:6]=1)([CH3:2])([CH3:3])[CH3:4]. Given the reactants [C:1]([C:5]1[CH:10]=[CH:9][C:8]([C:11]2[N:12]([C:30](Cl)=[O:31])[C@H:13]([C:23]3[CH:28]=[CH:27][C:26]([Cl:29])=[CH:25][CH:24]=3)[C@H:14]([C:16]3[CH:21]=[CH:20][C:19]([Cl:22])=[CH:18][CH:17]=3)[N:15]=2)=[C:7]([O:33][CH2:34][CH3:35])[CH:6]=1)([CH3:4])([CH3:3])[CH3:2].[N:36]1([CH2:42][CH2:43][C:44](=[O:46])[CH3:45])[CH2:41][CH2:40][NH:39][CH2:38][CH2:37]1, predict the reaction product.